This data is from Forward reaction prediction with 1.9M reactions from USPTO patents (1976-2016). The task is: Predict the product of the given reaction. (1) The product is: [Br:1][C:2]1[CH:9]=[CH:8][C:5]([CH2:6][NH:13][CH2:12][C:11]([F:15])([F:14])[F:10])=[CH:4][CH:3]=1. Given the reactants [Br:1][C:2]1[CH:9]=[CH:8][C:5]([CH2:6]Br)=[CH:4][CH:3]=1.[F:10][C:11]([F:15])([F:14])[CH2:12][NH2:13].C([O-])([O-])=O.[Cs+].[Cs+], predict the reaction product. (2) Given the reactants [CH3:1][C:2]1[C:7]([C:8]2[CH:9]=[C:10]3[C:15](=[CH:16][CH:17]=2)[N:14]([CH3:18])[C:13](=[O:19])[CH2:12][CH2:11]3)=[CH:6][N:5]=[CH:4][C:3]=1[CH2:20][NH:21][C:22]([C:24]1[C:29]([Cl:30])=[CH:28][CH:27]=[CH:26][N:25]=1)=[O:23].[H-].[Na+].[CH3:33]I, predict the reaction product. The product is: [CH3:33][N:21]([CH2:20][C:3]1[CH:4]=[N:5][CH:6]=[C:7]([C:8]2[CH:9]=[C:10]3[C:15](=[CH:16][CH:17]=2)[N:14]([CH3:18])[C:13](=[O:19])[CH2:12][CH2:11]3)[C:2]=1[CH3:1])[C:22]([C:24]1[C:29]([Cl:30])=[CH:28][CH:27]=[CH:26][N:25]=1)=[O:23].